Dataset: Tyrosyl-DNA phosphodiesterase HTS with 341,365 compounds. Task: Binary Classification. Given a drug SMILES string, predict its activity (active/inactive) in a high-throughput screening assay against a specified biological target. (1) The compound is Clc1c(OCC(=O)Nc2cc(S(=O)(=O)NC3=NCCCCC3)ccc2)cccc1. The result is 0 (inactive). (2) The molecule is O=c1[nH]c(=O)n(c2ncn(c12)C)C. The result is 0 (inactive). (3) The compound is S(CC(=O)c1cc2NC(=O)COc2cc1)c1n(nnn1)c1c(cc(cc1)C)C. The result is 0 (inactive). (4) The result is 0 (inactive). The compound is O1CC2C(C3(N(C2c2c1cccc2)C(=O)CN(C3=O)Cc1ccccc1)C)C(OCC)=O.